Dataset: Full USPTO retrosynthesis dataset with 1.9M reactions from patents (1976-2016). Task: Predict the reactants needed to synthesize the given product. (1) The reactants are: [CH3:1][O:2][C:3]1[CH:8]=[CH:7][C:6]([C:9]2[N:14]=[C:13]([CH2:15][CH2:16][O:17][C:18]3[CH:19]=[C:20]4[C:24](=[CH:25][CH:26]=3)[C@H:23]([CH2:27][C:28]([O:30]CC)=[O:29])[CH2:22][CH2:21]4)[C:12]([CH3:33])=[CH:11][CH:10]=2)=[CH:5][CH:4]=1.[Li+].[OH-].CO.O. Given the product [CH3:1][O:2][C:3]1[CH:4]=[CH:5][C:6]([C:9]2[N:14]=[C:13]([CH2:15][CH2:16][O:17][C:18]3[CH:19]=[C:20]4[C:24](=[CH:25][CH:26]=3)[C@H:23]([CH2:27][C:28]([OH:30])=[O:29])[CH2:22][CH2:21]4)[C:12]([CH3:33])=[CH:11][CH:10]=2)=[CH:7][CH:8]=1, predict the reactants needed to synthesize it. (2) Given the product [Cl:47][C:44]1[CH:45]=[C:46]2[NH:4][C:5](=[O:48])[C:6]3([CH:11]([C:12]4[CH:17]=[C:16]([Cl:18])[CH:15]=[CH:14][C:13]=4[O:19][C:20]([CH2:30][CH3:31])([CH2:28][CH3:29])[C:21]([NH:23][S:24]([CH3:27])(=[O:25])=[O:26])=[O:22])[CH2:10][C:9](=[S:32])[NH:8][CH:7]3[C:33]3[CH:38]=[C:37]([F:39])[CH:36]=[CH:35][C:34]=3[CH3:40])[C:41]2=[CH:42][CH:43]=1, predict the reactants needed to synthesize it. The reactants are: C([N:4]1[C:46]2[C:41](=[CH:42][CH:43]=[C:44]([Cl:47])[CH:45]=2)[C:6]2([CH:11]([C:12]3[CH:17]=[C:16]([Cl:18])[CH:15]=[CH:14][C:13]=3[O:19][C:20]([CH2:30][CH3:31])([CH2:28][CH3:29])[C:21]([NH:23][S:24]([CH3:27])(=[O:26])=[O:25])=[O:22])[CH2:10][C:9](=[S:32])[NH:8][CH:7]2[C:33]2[CH:38]=[C:37]([F:39])[CH:36]=[CH:35][C:34]=2[CH3:40])[C:5]1=[O:48])(=O)C.C([O-])([O-])=O.[K+].[K+]. (3) Given the product [CH:21]([C:3]1[N:2]=[CH:1][N:5]2[C:6]3[C:11](=[CH:10][CH:9]=[CH:8][CH:7]=3)[N:12]([C:14]([O:16][C:17]([CH3:20])([CH3:19])[CH3:18])=[O:15])[CH2:13][C:4]=12)=[O:22], predict the reactants needed to synthesize it. The reactants are: [CH:1]1[N:5]2[C:6]3[C:11]([N:12]([C:14]([O:16][C:17]([CH3:20])([CH3:19])[CH3:18])=[O:15])[CH2:13][C:4]2=[C:3]([C:21](OCC)=[O:22])[N:2]=1)=[CH:10][CH:9]=[CH:8][CH:7]=3.[H-].C([Al+]CC(C)C)C(C)C.CO.[Cl-].[NH4+]. (4) Given the product [Cl:22][C:23]1[CH:24]=[CH:25][C:26]([F:32])=[C:27]([C:28]2[NH:30][C:33](=[O:35])[N:21]([CH:7]3[CH2:8][CH2:9][CH2:10][CH2:11]3)[CH2:13][CH:14]=2)[CH:31]=1, predict the reactants needed to synthesize it. The reactants are: COC(=O)C([CH:7]1[CH2:11][CH2:10][CH2:9][CH2:8]1)C=O.[C:13]([NH2:21])(=N)[C:14]1C=CC=CC=1.[Cl:22][C:23]1[CH:24]=[CH:25][C:26]([F:32])=[C:27]([CH:31]=1)[C:28]([NH2:30])=N.[CH2:33]([OH:35])C. (5) Given the product [F:31][C:32]([F:52])([F:51])[S:33]([O:1][C:2]1[CH:7]=[CH:6][C:5]([C:8]2[C:26]3[C:21](=[CH:22][CH:23]=[C:24]([O:27][CH3:28])[CH:25]=3)[C:10]3([C:18]4[C:13](=[CH:14][C:15]([O:19][CH3:20])=[CH:16][CH:17]=4)[CH2:12][CH2:11]3)[CH:9]=2)=[CH:4][CH:3]=1)(=[O:35])=[O:34], predict the reactants needed to synthesize it. The reactants are: [OH:1][C:2]1[CH:7]=[CH:6][C:5]([C:8]2[C:26]3[C:21](=[CH:22][CH:23]=[C:24]([O:27][CH3:28])[CH:25]=3)[C:10]3([C:18]4[C:13](=[CH:14][C:15]([O:19][CH3:20])=[CH:16][CH:17]=4)[CH2:12][CH2:11]3)[CH:9]=2)=[CH:4][CH:3]=1.[H-].[Na+].[F:31][C:32]([F:52])([F:51])[S:33](N(C1C=CC(Cl)=CN=1)[S:33]([C:32]([F:52])([F:51])[F:31])(=[O:35])=[O:34])(=[O:35])=[O:34]. (6) Given the product [Cl:13][C:14]1[CH:19]=[C:18]([NH:20][C:21]([C:4]2[CH:3]=[C:2]([Cl:1])[C:11]3[C:6](=[CH:7][CH:8]=[CH:9][CH:10]=3)[C:5]=2[OH:12])=[O:22])[CH:17]=[CH:16][C:15]=1[S:23][C:24]([F:26])([F:27])[F:25], predict the reactants needed to synthesize it. The reactants are: [Cl:1][C:2]1[C:11]2[C:6](=[CH:7][CH:8]=[CH:9][CH:10]=2)[C:5]([OH:12])=[CH:4][CH:3]=1.[Cl:13][C:14]1[CH:19]=[C:18]([N:20]=[C:21]=[O:22])[CH:17]=[CH:16][C:15]=1[S:23][C:24]([F:27])([F:26])[F:25]. (7) Given the product [C:1]([C:5]1[CH:10]=[CH:9][C:8]([N:11]2[C@@H:15]([C:16]3[N:28]=[C:29]([NH2:31])[S:30][CH:17]=3)[CH2:14][CH2:13][C@@H:12]2[C:35]2[N:28]=[C:29]([NH2:31])[S:30][CH:36]=2)=[CH:7][CH:6]=1)([CH3:2])([CH3:4])[CH3:3], predict the reactants needed to synthesize it. The reactants are: [C:1]([C:5]1[CH:10]=[CH:9][C:8]([N:11]2[C@@H:15]([C:16](=O)[CH:17]=[N+]=[N-])[CH2:14][CH2:13][C@@H:12]2C(=O)C=[N+]=[N-])=[CH:7][CH:6]=1)([CH3:4])([CH3:3])[CH3:2].Br.O.[NH2:28][C:29]([NH2:31])=[S:30].CCO[CH2:35][CH3:36]. (8) Given the product [OH:9][C:10]1[CH:11]=[C:12]([C:17]2[N:21]([CH2:22][C:23]#[N:24])[N:20]=[CH:19][C:18]=2[C:25]2[CH:30]=[CH:29][N:28]=[C:27]([C:31]3[CH:36]=[CH:35][CH:34]=[C:33]([C:37](=[O:39])[CH3:38])[CH:32]=3)[CH:26]=2)[CH:13]=[C:14]([CH3:16])[CH:15]=1, predict the reactants needed to synthesize it. The reactants are: B(F)(F)F.CSC.C[O:9][C:10]1[CH:11]=[C:12]([C:17]2[N:21]([CH2:22][C:23]#[N:24])[N:20]=[CH:19][C:18]=2[C:25]2[CH:30]=[CH:29][N:28]=[C:27]([C:31]3[CH:36]=[CH:35][CH:34]=[C:33]([C:37](=[O:39])[CH3:38])[CH:32]=3)[CH:26]=2)[CH:13]=[C:14]([CH3:16])[CH:15]=1. (9) Given the product [Cl:19][C:17]1[CH:16]=[CH:15][C:14]([OH:20])=[C:13]([C:11]2[N:12]=[C:8]([CH2:7][CH2:6][CH2:5][CH2:4][C:3]([OH:22])=[O:2])[O:9][CH:10]=2)[CH:18]=1, predict the reactants needed to synthesize it. The reactants are: C[O:2][C:3](=[O:22])[CH2:4][CH2:5][CH2:6][CH2:7][C:8]1[O:9][CH:10]=[C:11]([C:13]2[CH:18]=[C:17]([Cl:19])[CH:16]=[CH:15][C:14]=2[O:20]C)[N:12]=1.B(Br)(Br)Br. (10) Given the product [N:11]1[CH:16]=[CH:15][CH:14]=[CH:13][C:12]=1[CH2:17][O:18][C:19]1[CH:20]=[CH:21][C:22]([C:25]2([C:29]3[CH:34]=[CH:33][C:32]([C:35]4[N:40]=[N:39][C:38]([C:41]([OH:43])([CH3:4])[CH3:42])=[CH:37][CH:36]=4)=[CH:31][CH:30]=3)[CH2:28][CH2:27][CH2:26]2)=[CH:23][CH:24]=1, predict the reactants needed to synthesize it. The reactants are: C[Mg]Br.[C:4]1(C)C=CC=CC=1.[N:11]1[CH:16]=[CH:15][CH:14]=[CH:13][C:12]=1[CH2:17][O:18][C:19]1[CH:24]=[CH:23][C:22]([C:25]2([C:29]3[CH:34]=[CH:33][C:32]([C:35]4[N:40]=[N:39][C:38]([C:41](=[O:43])[CH3:42])=[CH:37][CH:36]=4)=[CH:31][CH:30]=3)[CH2:28][CH2:27][CH2:26]2)=[CH:21][CH:20]=1.